Dataset: Catalyst prediction with 721,799 reactions and 888 catalyst types from USPTO. Task: Predict which catalyst facilitates the given reaction. (1) Reactant: [CH3:1][C:2]1[C:3]([N+:10]([O-:12])=[O:11])=[C:4]([CH:7]=[CH:8][CH:9]=1)[CH2:5][OH:6].CC(OI1(OC(C)=O)(OC(C)=O)OC(=O)C2C=CC=CC1=2)=O. Product: [CH3:1][C:2]1[C:3]([N+:10]([O-:12])=[O:11])=[C:4]([CH:7]=[CH:8][CH:9]=1)[CH:5]=[O:6]. The catalyst class is: 10. (2) Reactant: [NH2:1][C:2]1[S:3][CH:4]=[C:5]2[C:10]=1[C:9](=[O:11])[N:8]([C:12]1[CH:17]=[CH:16][C:15]([Cl:18])=[CH:14][CH:13]=1)[N:7]=[C:6]2[C:19]([NH:21][CH:22]([CH3:24])[CH3:23])=[O:20].NC1SC=C2C=1C(=O)N(C1C=CC(Cl)=CC=1)N=C2C(O)=O.C1(N)CC1. Product: [NH2:1][C:2]1[S:3][CH:4]=[C:5]2[C:10]=1[C:9](=[O:11])[N:8]([C:12]1[CH:13]=[CH:14][C:15]([Cl:18])=[CH:16][CH:17]=1)[N:7]=[C:6]2[C:19]([NH:21][CH:22]1[CH2:24][CH2:23]1)=[O:20]. The catalyst class is: 8. (3) Reactant: [Cl:1][C:2]1[CH:7]=[C:6]([Cl:8])[CH:5]=[CH:4][C:3]=1[C@H:9]1[C@H:14]([NH2:15])[CH2:13][CH:12]=[CH:11][CH2:10]1. Product: [Cl:1][C:2]1[CH:7]=[C:6]([Cl:8])[CH:5]=[CH:4][C:3]=1[C@H:9]1[C@H:14]([NH2:15])[CH2:13][CH2:12][CH2:11][CH2:10]1. The catalyst class is: 750. (4) Reactant: [CH3:1][C:2]1[N:7]=[C:6]([NH2:8])[C:5]([NH2:9])=[CH:4][CH:3]=1.[CH:10]([CH:12]=O)=O. Product: [CH3:1][C:2]1[CH:3]=[CH:4][C:5]2[C:6]([N:7]=1)=[N:8][CH:10]=[CH:12][N:9]=2. The catalyst class is: 5. (5) Reactant: [Si]([O:8][CH2:9][CH2:10][N:11]1[C:16](=[O:17])[N:15]2[CH:18]=[N:19][C:20]([C:21]([NH2:23])=[O:22])=[C:14]2[N:13]=[N:12]1)(C(C)(C)C)(C)C.CC(O)=O.O. The catalyst class is: 1. Product: [OH:8][CH2:9][CH2:10][N:11]1[C:16](=[O:17])[N:15]2[CH:18]=[N:19][C:20]([C:21]([NH2:23])=[O:22])=[C:14]2[N:13]=[N:12]1. (6) Reactant: [CH2:1]([NH:6][C:7]1[N:8]=[CH:9][NH:10][C:11]=1[C:12]#[N:13])[CH2:2][CH2:3][CH2:4][CH3:5].[C:14]([NH:22][NH2:23])(=O)[C:15]1[CH:20]=[CH:19][CH:18]=[CH:17][CH:16]=1.C(=O)([O-])[O-].[K+].[K+]. Product: [CH2:1]([NH:6][C:7]1[N:8]=[CH:9][NH:10][C:11]=1[C:12]1[NH:23][N:22]=[C:14]([C:15]2[CH:20]=[CH:19][CH:18]=[CH:17][CH:16]=2)[N:13]=1)[CH2:2][CH2:3][CH2:4][CH3:5]. The catalyst class is: 729. (7) Reactant: Cl.[CH3:2][O:3][CH2:4][CH2:5][CH:6]1[CH2:11][CH2:10][NH:9][CH2:8][CH2:7]1.[OH-].[Na+].Br[CH2:15][CH2:16][CH2:17][Cl:18]. Product: [Cl:18][CH2:17][CH2:16][CH2:15][N:9]1[CH2:10][CH2:11][CH:6]([CH2:5][CH2:4][O:3][CH3:2])[CH2:7][CH2:8]1. The catalyst class is: 21. (8) The catalyst class is: 3. Product: [CH3:16][N:17]([CH:19]=[C:3]1[C:4]2[C:5](=[N:6][CH:7]=[CH:8][CH:9]=2)[NH:1][C:2]1=[O:10])[CH3:18]. Reactant: [NH:1]1[C:5]2=[N:6][CH:7]=[CH:8][CH:9]=[C:4]2[CH2:3][C:2]1=[O:10].C(O[CH:16](OC(C)(C)C)[N:17]([CH3:19])[CH3:18])(C)(C)C.